This data is from Reaction yield outcomes from USPTO patents with 853,638 reactions. The task is: Predict the reaction yield, written as a fraction of the theoretical maximum amount of product (1.0 means a 100% yield; for example, 0.34 means a 34% yield). (1) The yield is 0.560. The reactants are [Cl-].O[NH3+:3].[C:4](=[O:7])([O-])[OH:5].[Na+].CS(C)=O.[N:13]1([CH2:22][N:23]2[C:28](=[O:29])[C:27]([CH2:30][C:31]3[CH:36]=[CH:35][C:34]([C:37]4[C:38]([C:43]#[N:44])=[CH:39][CH:40]=[CH:41][CH:42]=4)=[CH:33][CH:32]=3)=[C:26]([CH2:45][CH2:46][CH2:47][CH3:48])[N:25]=[C:24]2[CH3:49])[C:17]2[CH:18]=[CH:19][CH:20]=[CH:21][C:16]=2[N:15]=[N:14]1. The catalyst is C(OCC)(=O)C. The product is [N:13]1([CH2:22][N:23]2[C:28](=[O:29])[C:27]([CH2:30][C:31]3[CH:36]=[CH:35][C:34]([C:37]4[CH:42]=[CH:41][CH:40]=[CH:39][C:38]=4[C:43]4[NH:3][C:4](=[O:7])[O:5][N:44]=4)=[CH:33][CH:32]=3)=[C:26]([CH2:45][CH2:46][CH2:47][CH3:48])[N:25]=[C:24]2[CH3:49])[C:17]2[CH:18]=[CH:19][CH:20]=[CH:21][C:16]=2[N:15]=[N:14]1. (2) The product is [C:14]([C:2]1[CH:7]=[CH:6][C:5]([CH2:8][C:9]([O:11][CH2:12][CH3:13])=[O:10])=[CH:4][CH:3]=1)#[N:15]. The yield is 0.490. The reactants are Br[C:2]1[CH:7]=[CH:6][C:5]([CH2:8][C:9]([O:11][CH2:12][CH3:13])=[O:10])=[CH:4][CH:3]=1.[CH3:14][N:15](C)C=O. The catalyst is [C-]#N.[Zn+2].[C-]#N.[Pd].C1(P(C2C=CC=CC=2)C2C=CC=CC=2)C=CC=CC=1.C1(P(C2C=CC=CC=2)C2C=CC=CC=2)C=CC=CC=1.C1(P(C2C=CC=CC=2)C2C=CC=CC=2)C=CC=CC=1.C1(P(C2C=CC=CC=2)C2C=CC=CC=2)C=CC=CC=1. (3) The reactants are [Cl:1][C:2]1[C:7]([C:8]#[N:9])=[CH:6][N:5]=[C:4]2[CH:10]=[C:11]([C:13]3[CH:18]=[CH:17][C:16]([CH:19]=O)=[CH:15][CH:14]=3)[S:12][C:3]=12.[CH3:21][NH:22][CH3:23].CN(C)C=O.C(O[BH-](OC(=O)C)OC(=O)C)(=O)C.[Na+]. The product is [Cl:1][C:2]1[C:7]([C:8]#[N:9])=[CH:6][N:5]=[C:4]2[CH:10]=[C:11]([C:13]3[CH:18]=[CH:17][C:16]([CH2:19][N:22]([CH3:23])[CH3:21])=[CH:15][CH:14]=3)[S:12][C:3]=12. The yield is 0.650. The catalyst is O1CCCC1.ClCCl.C(O)(=O)C. (4) The reactants are C1(C)C=CC(S(O)(=O)=O)=CC=1.C(OC(=O)[CH2:17][NH:18][CH3:19])C=C.C1C=NC2N([OH:30])N=NC=2C=1.C[N:32]([C:34]([O:38]N1N=NC2C=CC=NC1=2)=[N+:35]([CH3:37])[CH3:36])C.F[P-](F)(F)(F)(F)F.CC[N:57]([CH:61](C)C)C(C)C. The catalyst is CN(C=O)C. The product is [CH3:37][N:35]([C:34]([N:32]=[N:57][C:61]([N:18]([CH3:17])[CH3:19])=[O:30])=[O:38])[CH3:36]. The yield is 0.760. (5) The reactants are COC[O:4][C:5]1[C:6](C#N)=[N:7][C:8]([CH2:11][C:12]([CH3:15])([CH3:14])[CH3:13])=[CH:9][CH:10]=1.C[Mg]Cl.[CH3:21][CH2:22][O:23][C:24](C)=[O:25].[CH3:27]CCCCC. The catalyst is C1COCC1. The product is [CH3:27][O:25][CH2:24][O:23][C:22]1[C:6]([C:5](=[O:4])[CH3:10])=[N:7][C:8]([CH2:11][C:12]([CH3:14])([CH3:13])[CH3:15])=[CH:9][CH:21]=1. The yield is 0.430. (6) The reactants are FC(F)(F)[C:3](O)=[O:4].[Br:8][C:9]1[CH:10]=[CH:11][C:12]([C:15]2([C:36]#[N:37])[CH:19]([CH2:20][C:21]([CH3:24])([CH3:23])[CH3:22])[NH:18][CH:17](C(O)=O)[CH:16]2[C:28]2[CH:33]=[CH:32][CH:31]=[C:30]([Cl:34])[C:29]=2[F:35])=[N:13][CH:14]=1.[CH3:38][C:39]1([CH3:47])[O:43][C@@H:42]([CH2:44][CH2:45][NH2:46])[CH2:41][O:40]1.CN(C(ON1N=NC2C=CC=NC1=2)=[N+](C)C)C.F[P-](F)(F)(F)(F)F.CCN(C(C)C)C(C)C. The catalyst is C(Cl)Cl. The product is [CH3:38][C:39]1([CH3:47])[O:43][C@@H:42]([CH2:44][CH2:45][NH:46][C:3]([CH:17]2[CH:16]([C:28]3[CH:33]=[CH:32][CH:31]=[C:30]([Cl:34])[C:29]=3[F:35])[C:15]([C:12]3[CH:11]=[CH:10][C:9]([Br:8])=[CH:14][N:13]=3)([C:36]#[N:37])[CH:19]([CH2:20][C:21]([CH3:23])([CH3:24])[CH3:22])[NH:18]2)=[O:4])[CH2:41][O:40]1. The yield is 0.750. (7) The product is [C:17]([CH2:19][C:20]([N:9]([CH2:10][CH2:11][C:12]([O:14][CH2:15][CH3:16])=[O:13])[C:4]1[CH:5]=[CH:6][C:7]([Cl:8])=[C:2]([Cl:1])[CH:3]=1)=[O:21])#[N:18]. The yield is 0.540. The catalyst is CN(C)C1C=CN=CC=1.CN(C)C=O. The reactants are [Cl:1][C:2]1[CH:3]=[C:4]([NH:9][CH2:10][CH2:11][C:12]([O:14][CH2:15][CH3:16])=[O:13])[CH:5]=[CH:6][C:7]=1[Cl:8].[C:17]([CH2:19][C:20](O)=[O:21])#[N:18].C(N=C=NC(C)C)(C)C.O. (8) The reactants are Br[C:2]1[CH:3]=[CH:4][C:5]2[N:9]=[C:8]([O:10][CH2:11][CH:12]3[CH2:16][O:15][C:14]([CH3:18])([CH3:17])[O:13]3)[N:7]([C:19]3[CH:24]=[CH:23][N:22]=[C:21]([NH2:25])[N:20]=3)[C:6]=2[CH:26]=1.[CH3:27][C:28]1[O:32][N:31]=[C:30]([C:33]([OH:37])([C:35]#[CH:36])[CH3:34])[CH:29]=1.C(N(CC)CC)C. The catalyst is CS(C)=O.Cl[Pd](Cl)([P](C1C=CC=CC=1)(C1C=CC=CC=1)C1C=CC=CC=1)[P](C1C=CC=CC=1)(C1C=CC=CC=1)C1C=CC=CC=1. The product is [NH2:25][C:21]1[N:20]=[C:19]([N:7]2[C:6]3[CH:26]=[C:2]([C:36]#[C:35][C:33]([C:30]4[CH:29]=[C:28]([CH3:27])[O:32][N:31]=4)([OH:37])[CH3:34])[CH:3]=[CH:4][C:5]=3[N:9]=[C:8]2[O:10][CH2:11][CH:12]2[CH2:16][O:15][C:14]([CH3:18])([CH3:17])[O:13]2)[CH:24]=[CH:23][N:22]=1. The yield is 0.170. (9) The reactants are [CH3:1][O:2][C:3](=[O:17])[C:4]1[CH:9]=[CH:8][C:7]([S:10](Cl)(=[O:12])=[O:11])=[C:6]([N+:14]([O-:16])=[O:15])[CH:5]=1.[N:18]1[CH:23]=[CH:22][CH:21]=[CH:20][CH:19]=1. The catalyst is CN(C1C=CN=CC=1)C.C(Cl)Cl. The product is [CH3:1][O:2][C:3](=[O:17])[C:4]1[CH:9]=[CH:8][C:7]([S:10](=[O:12])(=[O:11])[NH:14][C:6]2[CH:5]=[CH:4][CH:3]=[C:22]3[C:23]=2[N:18]=[CH:19][CH:20]=[CH:21]3)=[C:6]([N+:14]([O-:16])=[O:15])[CH:5]=1. The yield is 0.400. (10) The reactants are FC(F)(F)C(O)=O.[F:8][C:9]1[CH:27]=[C:26]([C:28]2[O:29][C:30]([CH3:33])=[N:31][N:32]=2)[CH:25]=[CH:24][C:10]=1[O:11][C@H:12]1[CH2:16][CH2:15][N:14]([CH:17]2[CH2:22][CH2:21][NH:20][CH2:19][CH2:18]2)[C:13]1=[O:23].C(N(C(C)C)C(C)C)C.Cl[C:44]1[S:48][N:47]=[C:46]([CH:49]([CH3:51])[CH3:50])[N:45]=1.O. The catalyst is CN(C=O)C. The product is [F:8][C:9]1[CH:27]=[C:26]([C:28]2[O:29][C:30]([CH3:33])=[N:31][N:32]=2)[CH:25]=[CH:24][C:10]=1[O:11][C@H:12]1[CH2:16][CH2:15][N:14]([CH:17]2[CH2:18][CH2:19][N:20]([C:44]3[S:48][N:47]=[C:46]([CH:49]([CH3:51])[CH3:50])[N:45]=3)[CH2:21][CH2:22]2)[C:13]1=[O:23]. The yield is 0.140.